Predict the reactants needed to synthesize the given product. From a dataset of Full USPTO retrosynthesis dataset with 1.9M reactions from patents (1976-2016). (1) Given the product [CH:1]1([NH:7][CH2:8][C:10]2[CH:26]=[CH:25][C:13]([O:14][C:15]([CH3:24])([CH3:23])[C:16]([O:18][C:19]([CH3:21])([CH3:22])[CH3:20])=[O:17])=[C:12]([CH3:27])[CH:11]=2)[CH2:6][CH2:5][CH2:4][CH2:3][CH2:2]1, predict the reactants needed to synthesize it. The reactants are: [CH:1]1([NH2:7])[CH2:6][CH2:5][CH2:4][CH2:3][CH2:2]1.[CH:8]([C:10]1[CH:26]=[CH:25][C:13]([O:14][C:15]([CH3:24])([CH3:23])[C:16]([O:18][C:19]([CH3:22])([CH3:21])[CH3:20])=[O:17])=[C:12]([CH3:27])[CH:11]=1)=O.C(O[BH-](OC(=O)C)OC(=O)C)(=O)C.[Na+].C(=O)(O)[O-].[Na+]. (2) Given the product [CH3:1][O:2][C:3]1[CH:4]=[C:5]([C:9]2[N:13]([CH2:14][O:15][CH2:16][CH2:17][Si:18]([CH3:20])([CH3:19])[CH3:21])[C:12]([CH:30]=[O:31])=[N:11][CH:10]=2)[CH:6]=[CH:7][CH:8]=1, predict the reactants needed to synthesize it. The reactants are: [CH3:1][O:2][C:3]1[CH:4]=[C:5]([C:9]2[N:13]([CH2:14][O:15][CH2:16][CH2:17][Si:18]([CH3:21])([CH3:20])[CH3:19])[CH:12]=[N:11][CH:10]=2)[CH:6]=[CH:7][CH:8]=1.[Li]CCCC.CN([CH:30]=[O:31])C. (3) Given the product [NH2:1][C:2]1[C:3]2[C:10]([C:11]3[CH:20]=[C:19]4[C:14]([CH2:15][CH2:16][CH:17]([C:21]5[CH:22]=[CH:23][CH:24]=[CH:25][CH:26]=5)[O:18]4)=[CH:13][CH:12]=3)=[CH:9][N:8]([C@@H:27]3[CH2:32][CH2:31][C@H:30]([N:38]4[CH2:39][CH2:40][N:35]([CH3:34])[C:36](=[O:41])[CH2:37]4)[CH2:29][CH2:28]3)[C:4]=2[N:5]=[CH:6][N:7]=1, predict the reactants needed to synthesize it. The reactants are: [NH2:1][C:2]1[C:3]2[C:10]([C:11]3[CH:20]=[C:19]4[C:14]([CH2:15][CH2:16][CH:17]([C:21]5[CH:26]=[CH:25][CH:24]=[CH:23][CH:22]=5)[O:18]4)=[CH:13][CH:12]=3)=[CH:9][N:8]([CH:27]3[CH2:32][CH2:31][C:30](=O)[CH2:29][CH2:28]3)[C:4]=2[N:5]=[CH:6][N:7]=1.[CH3:34][N:35]1[CH2:40][CH2:39][NH:38][CH2:37][C:36]1=[O:41].C(N(C(C)C)CC)(C)C.C(O[BH-](OC(=O)C)OC(=O)C)(=O)C.[Na+]. (4) Given the product [CH3:1][C:2]1[CH:9]=[CH:8][C:5]([CH:6]=[N:10][OH:11])=[CH:4][N:3]=1, predict the reactants needed to synthesize it. The reactants are: [CH3:1][C:2]1[CH:9]=[CH:8][C:5]([CH:6]=O)=[CH:4][N:3]=1.[NH2:10][OH:11].